From a dataset of Full USPTO retrosynthesis dataset with 1.9M reactions from patents (1976-2016). Predict the reactants needed to synthesize the given product. (1) Given the product [ClH:38].[CH:1]1([C:4]2[C:12]3[C:11](=[O:13])[NH:10][N:9]=[CH:8][C:7]=3[NH:6][C:5]=2[C:22]2[CH:31]=[CH:30][C:29]([O:32][CH:33]([F:35])[F:34])=[C:28]3[C:23]=2[CH:24]=[CH:25][C:26]([CH3:37])([CH3:36])[O:27]3)[CH2:2][CH2:3]1, predict the reactants needed to synthesize it. The reactants are: [CH:1]1([C:4]2[C:12]3[C:11](=[O:13])[N:10](COCC[Si](C)(C)C)[N:9]=[CH:8][C:7]=3[NH:6][C:5]=2[C:22]2[CH:31]=[CH:30][C:29]([O:32][CH:33]([F:35])[F:34])=[C:28]3[C:23]=2[CH:24]=[CH:25][C:26]([CH3:37])([CH3:36])[O:27]3)[CH2:3][CH2:2]1.[Cl:38]C1C2C(=O)NN=CC=2N(COCC[Si](C)(C)C)C=1C1C=CC(OC(F)F)=C(OC2CC2)C=1. (2) Given the product [CH3:12][C:9]1[N:8]=[CH:7][C:6]([N:5]2[C:24]([C:26]3[CH:31]=[CH:30][C:29]([CH3:32])=[CH:28][N:27]=3)=[N:23][C:17]([C:16]([OH:15])=[O:33])=[N:1]2)=[CH:11][CH:10]=1, predict the reactants needed to synthesize it. The reactants are: [N:1]([O-])=O.[Na+].[NH2:5][C:6]1[CH:7]=[N:8][C:9]([CH3:12])=[CH:10][CH:11]=1.C([O:15][C:16](=[O:33])[CH:17]([NH:23][C:24]([C:26]1[CH:31]=[CH:30][C:29]([CH3:32])=[CH:28][N:27]=1)=O)C(OCC)=O)C.C(=O)([O-])[O-].[K+].[K+].C[O-].[Na+]. (3) Given the product [NH2:1][C:4]1[CH:9]=[CH:8][C:7]([CH2:10][N:11]2[CH:15]=[N:14][CH:13]=[N:12]2)=[CH:6][CH:5]=1, predict the reactants needed to synthesize it. The reactants are: [N+:1]([C:4]1[CH:9]=[CH:8][C:7]([CH2:10][N:11]2[CH:15]=[N:14][CH:13]=[N:12]2)=[CH:6][CH:5]=1)([O-])=O.CO.